Dataset: Forward reaction prediction with 1.9M reactions from USPTO patents (1976-2016). Task: Predict the product of the given reaction. (1) Given the reactants C(O)(C(F)(F)F)=O.C(OC([NH:15][C:16]1[S:20][C:19]([C:21]2[C:26]([F:27])=[CH:25][CH:24]=[CH:23][C:22]=2[F:28])=[N:18][C:17]=1[C:29]([NH:31][C:32]1[C:33]([N:43]2[CH2:48][CH2:47][CH2:46][C@H:45]([NH:49]C(=O)OC(C)(C)C)[CH2:44]2)=[C:34]2[CH2:40][CH2:39][CH:38]([C:41]#[N:42])[C:35]2=[N:36][CH:37]=1)=[O:30])=O)(C)(C)C, predict the reaction product. The product is: [NH2:15][C:16]1[S:20][C:19]([C:21]2[C:26]([F:27])=[CH:25][CH:24]=[CH:23][C:22]=2[F:28])=[N:18][C:17]=1[C:29]([NH:31][C:32]1[C:33]([N:43]2[CH2:48][CH2:47][CH2:46][C@H:45]([NH2:49])[CH2:44]2)=[C:34]2[CH2:40][CH2:39][CH:38]([C:41]#[N:42])[C:35]2=[N:36][CH:37]=1)=[O:30]. (2) Given the reactants [CH3:1][S:2]([CH2:5]P(=O)(OCC)OCC)(=[O:4])=[O:3].CC(C)([O-])C.[K+].[F:20][C:21]1[CH:26]=[CH:25][C:24]([C:27]([C:29]2[N:38]=[C:37]([NH:39][C:40]3[CH:44]=[C:43]([CH3:45])[NH:42][N:41]=3)[C:36]3[C:31](=[CH:32][CH:33]=[CH:34][CH:35]=3)[N:30]=2)=O)=[CH:23][CH:22]=1.Cl, predict the reaction product. The product is: [F:20][C:21]1[CH:26]=[CH:25][C:24]([CH:27]([C:29]2[N:38]=[C:37]([NH:39][C:40]3[CH:44]=[C:43]([CH3:45])[NH:42][N:41]=3)[C:36]3[C:31](=[CH:32][CH:33]=[CH:34][CH:35]=3)[N:30]=2)[CH2:5][S:2]([CH3:1])(=[O:3])=[O:4])=[CH:23][CH:22]=1. (3) Given the reactants [Br:1][C:2]1[CH:3]=[CH:4][C:5]([I:9])=[C:6]([CH3:8])[CH:7]=1.C(OOC(=O)C1C=CC=CC=1)(=O)C1C=CC=CC=1.C1C(=O)N([Br:35])C(=O)C1.CO, predict the reaction product. The product is: [Br:1][C:2]1[CH:3]=[CH:4][C:5]([I:9])=[C:6]([CH2:8][Br:35])[CH:7]=1. (4) Given the reactants [CH3:1][C:2]1([CH3:24])[O:7][C:6]2[CH:8]=[CH:9][C:10]([C:12]3[CH:17]=[CH:16][CH:15]=[C:14]([CH2:18][N:19]4[CH2:23][CH2:22][CH2:21][CH2:20]4)[CH:13]=3)=[N:11][C:5]=2[NH:4][CH2:3]1.C(N(CC)CC)C.ClC(Cl)(O[C:36](=[O:42])OC(Cl)(Cl)Cl)Cl.[CH3:44][C:45]1[CH:46]=[C:47]([NH2:51])[CH:48]=[N:49][CH:50]=1, predict the reaction product. The product is: [CH3:1][C:2]1([CH3:24])[O:7][C:6]2[CH:8]=[CH:9][C:10]([C:12]3[CH:17]=[CH:16][CH:15]=[C:14]([CH2:18][N:19]4[CH2:23][CH2:22][CH2:21][CH2:20]4)[CH:13]=3)=[N:11][C:5]=2[N:4]([C:36]([NH:51][C:47]2[CH:48]=[N:49][CH:50]=[C:45]([CH3:44])[CH:46]=2)=[O:42])[CH2:3]1.